This data is from Peptide-MHC class II binding affinity with 134,281 pairs from IEDB. The task is: Regression. Given a peptide amino acid sequence and an MHC pseudo amino acid sequence, predict their binding affinity value. This is MHC class II binding data. The binding affinity (normalized) is 0.337. The MHC is HLA-DQA10102-DQB10602 with pseudo-sequence HLA-DQA10102-DQB10602. The peptide sequence is TEDQAMEDIKQMEAESIS.